From a dataset of Full USPTO retrosynthesis dataset with 1.9M reactions from patents (1976-2016). Predict the reactants needed to synthesize the given product. (1) Given the product [Si:21]([O:1][C:2]1[CH:7]=[CH:6][C:5]([C:8]2[C:9]([CH3:15])=[CH:10][C:11](=[O:14])[NH:12][N:13]=2)=[CH:4][CH:3]=1)([C:24]([CH3:27])([CH3:26])[CH3:25])([CH3:23])[CH3:22], predict the reactants needed to synthesize it. The reactants are: [OH:1][C:2]1[CH:7]=[CH:6][C:5]([C:8]2[C:9]([CH3:15])=[CH:10][C:11](=[O:14])[NH:12][N:13]=2)=[CH:4][CH:3]=1.N1C=CN=C1.[Si:21](Cl)([C:24]([CH3:27])([CH3:26])[CH3:25])([CH3:23])[CH3:22].[Cl-].[NH4+]. (2) Given the product [C:1]1([C:7]([C:17]2[CH:18]=[CH:19][C:20]([CH2:23][CH2:24][C:25]([N:27]([CH2:30][CH3:31])[CH2:28][CH3:29])=[O:26])=[CH:21][CH:22]=2)=[C:8]([C:11]2[CH:16]=[CH:15][CH:14]=[CH:13][CH:12]=2)[CH2:9][CH3:10])[CH:2]=[CH:3][CH:4]=[CH:5][CH:6]=1, predict the reactants needed to synthesize it. The reactants are: [C:1]1([C:7]([C:17]2[CH:22]=[CH:21][C:20]([CH:23]=[CH:24][C:25]([N:27]([CH2:30][CH3:31])[CH2:28][CH3:29])=[O:26])=[CH:19][CH:18]=2)=[C:8]([C:11]2[CH:16]=[CH:15][CH:14]=[CH:13][CH:12]=2)[CH2:9][CH3:10])[CH:6]=[CH:5][CH:4]=[CH:3][CH:2]=1. (3) Given the product [F:1][C:2]1[CH:3]=[C:4]2[C:9](=[CH:10][CH:11]=1)[N:8]([C:12]1[C:13]([C:26]3[CH:27]=[CH:28][C:29]([F:32])=[CH:30][CH:31]=3)=[N:14][C:15]3[C:20]([N:21]=1)=[CH:19][C:18]([C:22]([OH:24])=[O:23])=[CH:17][CH:16]=3)[CH2:7][CH2:6][CH2:5]2, predict the reactants needed to synthesize it. The reactants are: [F:1][C:2]1[CH:3]=[C:4]2[C:9](=[CH:10][CH:11]=1)[N:8]([C:12]1[C:13]([C:26]3[CH:31]=[CH:30][C:29]([F:32])=[CH:28][CH:27]=3)=[N:14][C:15]3[C:20]([N:21]=1)=[CH:19][C:18]([C:22]([O:24]C)=[O:23])=[CH:17][CH:16]=3)[CH2:7][CH2:6][CH2:5]2.[OH-].[Na+]. (4) Given the product [N:13]1([CH:1]([C:4]2[CH:9]=[CH:8][C:7]([B:10]([OH:12])[OH:11])=[CH:6][CH:5]=2)[CH3:2])[CH2:17][CH2:16][CH2:15][CH2:14]1, predict the reactants needed to synthesize it. The reactants are: [C:1]([C:4]1[CH:9]=[CH:8][C:7]([B:10]([OH:12])[OH:11])=[CH:6][CH:5]=1)(=O)[CH3:2].[NH:13]1[CH2:17][CH2:16][CH2:15][CH2:14]1. (5) Given the product [N:1]1([CH2:15][C:16]([OH:18])=[O:17])[CH:14]2[CH:5]([CH2:6][CH2:7][C:8]3[C:13]2=[N:12][CH:11]=[CH:10][CH:9]=3)[CH2:4][CH2:3][CH2:2]1, predict the reactants needed to synthesize it. The reactants are: [N:1]1([CH2:15][C:16]([O:18]CC2C=CC=CC=2)=[O:17])[CH:14]2[CH:5]([CH2:6][CH2:7][C:8]3[C:13]2=[N:12][CH:11]=[CH:10][CH:9]=3)[CH2:4][CH2:3][CH2:2]1.[H][H].